Dataset: Reaction yield outcomes from USPTO patents with 853,638 reactions. Task: Predict the reaction yield, written as a fraction of the theoretical maximum amount of product (1.0 means a 100% yield; for example, 0.34 means a 34% yield). (1) The product is [Cl:18][C:13]1[O:14][C:10]2[CH:9]=[CH:8][C:7]([C:1]3[CH:6]=[CH:5][CH:4]=[CH:3][CH:2]=3)=[CH:16][C:11]=2[N:12]=1. The catalyst is P(Cl)(Cl)(Cl)=O. The yield is 0.730. The reactants are [C:1]1([C:7]2[CH:8]=[CH:9][C:10]3[O:14][C:13](=S)[NH:12][C:11]=3[CH:16]=2)[CH:6]=[CH:5][CH:4]=[CH:3][CH:2]=1.P(Cl)(Cl)(Cl)(Cl)[Cl:18]. (2) The reactants are [CH3:1][NH:2][CH3:3].Cl[C:5]1[CH:10]=[C:9]([Cl:11])[N:8]=[C:7]([NH:12][C:13]2[CH:18]=[CH:17][CH:16]=[CH:15][CH:14]=2)[N:6]=1. The catalyst is O1CCCC1.C(N(CC)C(C)C)(C)C. The product is [Cl:11][C:9]1[N:8]=[C:7]([NH:12][C:13]2[CH:18]=[CH:17][CH:16]=[CH:15][CH:14]=2)[N:6]=[C:5]([N:2]([CH3:3])[CH3:1])[CH:10]=1. The yield is 0.800. (3) The reactants are [C:1]([O:5][C:6]([N:8]1[CH2:13][CH2:12][O:11][CH:10]([C:14]2[CH:19]=[CH:18][C:17]([N:20]=C(C3C=CC=CC=3)C3C=CC=CC=3)=[CH:16][C:15]=2[F:34])[CH2:9]1)=[O:7])([CH3:4])([CH3:3])[CH3:2].C([O-])(=O)C.[Na+].Cl.NO. The catalyst is CO. The product is [C:1]([O:5][C:6]([N:8]1[CH2:13][CH2:12][O:11][CH:10]([C:14]2[CH:19]=[CH:18][C:17]([NH2:20])=[CH:16][C:15]=2[F:34])[CH2:9]1)=[O:7])([CH3:4])([CH3:2])[CH3:3]. The yield is 0.970. (4) The reactants are FC1C=C(C2ON=C(C(N3C[C@H](CC(C)C)NC(=O)[C@@H]3CC(C)C)=O)C=2)C=CC=1F.[CH2:31]([C@@H:35]1[NH:40][CH2:39][C@H:38]([CH:41]([CH3:43])[CH3:42])[NH:37][C:36]1=[O:44])[CH:32]([CH3:34])[CH3:33].[F:45][C:46]1[CH:51]=[CH:50][C:49]([C:52]2[CH:56]=[C:55]([C:57](O)=[O:58])[O:54][N:53]=2)=[CH:48][CH:47]=1. No catalyst specified. The product is [F:45][C:46]1[CH:47]=[CH:48][C:49]([C:52]2[CH:56]=[C:55]([C:57]([N:40]3[CH2:39][C@H:38]([CH:41]([CH3:43])[CH3:42])[NH:37][C:36](=[O:44])[C@@H:35]3[CH2:31][CH:32]([CH3:34])[CH3:33])=[O:58])[O:54][N:53]=2)=[CH:50][CH:51]=1. The yield is 0.970. (5) The reactants are [C:1]([NH:24][CH2:25][C:26]([OH:28])=O)(=[O:23])[CH2:2][CH2:3]/[CH:4]=[CH:5]\[CH2:6]/[CH:7]=[CH:8]\[CH2:9]/[CH:10]=[CH:11]\[CH2:12]/[CH:13]=[CH:14]\[CH2:15]/[CH:16]=[CH:17]\[CH2:18]/[CH:19]=[CH:20]\[CH2:21][CH3:22].C1C=CC2N(O)N=NC=2C=1.CCN=C=NCCCN(C)C.[CH3:50][CH2:51][CH:52]([O:55][C@H:56]1[C@H:61]([NH:62][C:63]([CH3:65])=[O:64])[C@@H:60]([NH2:66])[CH2:59][C:58]([C:67]([O:69][CH2:70][CH3:71])=[O:68])=[CH:57]1)[CH2:53][CH3:54].OP(O)(O)=O.CCN(CC)CC. The catalyst is C(Cl)Cl. The product is [C:63]([NH:62][C@@H:61]1[C@@H:60]([NH:66][C:26](=[O:28])[CH2:25][NH:24][C:1](=[O:23])[CH2:2][CH2:3]/[CH:4]=[CH:5]\[CH2:6]/[CH:7]=[CH:8]\[CH2:9]/[CH:10]=[CH:11]\[CH2:12]/[CH:13]=[CH:14]\[CH2:15]/[CH:16]=[CH:17]\[CH2:18]/[CH:19]=[CH:20]\[CH2:21][CH3:22])[CH2:59][C:58]([C:67]([O:69][CH2:70][CH3:71])=[O:68])=[CH:57][C@H:56]1[O:55][CH:52]([CH2:53][CH3:54])[CH2:51][CH3:50])(=[O:64])[CH3:65]. The yield is 0.360. (6) The reactants are [CH:1]([C:4]1[CH:9]=[CH:8][CH:7]=[CH:6][C:5]=1[N:10]=[C:11]1[N:16]=[CH:15][C:14]([CH3:18])([CH3:17])[CH2:13][S:12]1)([CH3:3])[CH3:2].[H-].[Na+].[CH2:21](I)[CH3:22].O. The catalyst is CN(C)C=O. The product is [CH2:21]([N:16]1[CH2:15][C:14]([CH3:18])([CH3:17])[CH2:13][S:12][C:11]1=[N:10][C:5]1[CH:6]=[CH:7][CH:8]=[CH:9][C:4]=1[CH:1]([CH3:3])[CH3:2])[CH3:22]. The yield is 0.710. (7) The reactants are [F:1][C:2]1[C:3]([F:24])=[C:4]2[O:9][CH2:8][C:7]3([CH2:12][CH2:11][CH2:10]3)[N:6]3[CH:13]=[C:14]([C:19]([O:21][CH2:22][CH3:23])=[O:20])[C:15](=[O:18])[C:16]([CH:17]=1)=[C:5]23.[N+:25]([O-])([O-:27])=[O:26].[K+]. The catalyst is OS(O)(=O)=O. The product is [F:1][C:2]1[C:3]([F:24])=[C:4]2[O:9][CH2:8][C:7]3([CH2:10][CH2:11][CH2:12]3)[N:6]3[CH:13]=[C:14]([C:19]([O:21][CH2:22][CH3:23])=[O:20])[C:15](=[O:18])[C:16]([C:17]=1[N+:25]([O-:27])=[O:26])=[C:5]23. The yield is 0.910. (8) The catalyst is CO.C(O)C. The yield is 0.350. The product is [CH3:10][C:9]1[N:11]=[C:12]([C:14]2[CH:19]=[CH:18][C:17]([N:20]3[CH2:25][CH2:24][N:23]([C:26]4[CH:31]=[CH:30][CH:29]=[C:28]([C:32]([F:35])([F:34])[F:33])[CH:27]=4)[CH2:22][CH2:21]3)=[N:16][CH:15]=2)[S:13][N:8]=1. The reactants are NOS(O)(=O)=O.C[N:8](C)[C:9](=[N:11][C:12]([C:14]1[CH:15]=[N:16][C:17]([N:20]2[CH2:25][CH2:24][N:23]([C:26]3[CH:31]=[CH:30][CH:29]=[C:28]([C:32]([F:35])([F:34])[F:33])[CH:27]=3)[CH2:22][CH2:21]2)=[CH:18][CH:19]=1)=[S:13])[CH3:10].N1C=CC=CC=1. (9) The reactants are C(O[C:4](=[O:10])[CH2:5][CH2:6][O:7][CH2:8][CH3:9])C.[Li+].C[Si]([N-][Si](C)(C)C)(C)C.[CH:21]1([NH:26][C:27]2[C:32]([CH:33]=O)=[CH:31][N:30]=[C:29]([S:35][CH3:36])[N:28]=2)[CH2:25][CH2:24][CH2:23][CH2:22]1. The catalyst is O1CCCC1.C(OCC)(=O)C.O. The product is [CH:21]1([N:26]2[C:27]3[N:28]=[C:29]([S:35][CH3:36])[N:30]=[CH:31][C:32]=3[CH:33]=[C:5]([CH2:6][O:7][CH2:8][CH3:9])[C:4]2=[O:10])[CH2:22][CH2:23][CH2:24][CH2:25]1. The yield is 0.349.